From a dataset of Forward reaction prediction with 1.9M reactions from USPTO patents (1976-2016). Predict the product of the given reaction. Given the reactants [NH2:1][CH2:2][CH:3]1[CH2:8][CH2:7][CH:6]([CH2:9][NH:10][C:11]2[N:19]=[CH:18][N:17]=[C:16]3[C:12]=2[N:13]=[C:14]([C:27]2[CH:32]=[CH:31][CH:30]=[CH:29][C:28]=2[Cl:33])[N:15]3[C:20]2[CH:25]=[CH:24][C:23]([Cl:26])=[CH:22][CH:21]=2)[CH2:5][CH2:4]1.[CH3:34][S:35](Cl)(=[O:37])=[O:36].C(N(CC)CC)C, predict the reaction product. The product is: [Cl:33][C:28]1[CH:29]=[CH:30][CH:31]=[CH:32][C:27]=1[C:14]1[N:15]([C:20]2[CH:21]=[CH:22][C:23]([Cl:26])=[CH:24][CH:25]=2)[C:16]2[C:12]([N:13]=1)=[C:11]([NH:10][CH2:9][CH:6]1[CH2:7][CH2:8][CH:3]([CH2:2][NH:1][S:35]([CH3:34])(=[O:37])=[O:36])[CH2:4][CH2:5]1)[N:19]=[CH:18][N:17]=2.